The task is: Predict the reactants needed to synthesize the given product.. This data is from Full USPTO retrosynthesis dataset with 1.9M reactions from patents (1976-2016). (1) Given the product [CH:27]1([N:22]2[C:23](=[O:26])[C:24]3[NH:25][C:17]([C:14]4[CH:13]=[CH:12][C:11]([N:10]([CH2:9][C:6]5[CH:7]=[N:8][C:3]([C:2]([F:1])([F:34])[F:35])=[CH:4][CH:5]=5)[C:36](=[O:41])[C:37]([CH3:40])([CH3:39])[CH3:38])=[N:16][CH:15]=4)=[N:18][C:19]=3[N:20]([CH2:31][CH2:32][CH3:33])[C:21]2=[O:30])[CH2:28][CH2:29]1, predict the reactants needed to synthesize it. The reactants are: [F:1][C:2]([F:35])([F:34])[C:3]1[N:8]=[CH:7][C:6]([CH2:9][NH:10][C:11]2[N:16]=[CH:15][C:14]([C:17]3[NH:25][C:24]4[C:23](=[O:26])[N:22]([CH:27]5[CH2:29][CH2:28]5)[C:21](=[O:30])[N:20]([CH2:31][CH2:32][CH3:33])[C:19]=4[N:18]=3)=[CH:13][CH:12]=2)=[CH:5][CH:4]=1.[C:36](Cl)(=[O:41])[C:37]([CH3:40])([CH3:39])[CH3:38]. (2) Given the product [CH3:13][C:14]1([CH3:50])[CH2:18][C:17]2[CH:19]=[C:20]([N:23]3[C:28](=[O:29])[C:27]([CH2:30][C:31]4[CH:36]=[CH:35][C:34]([C:37]5[CH:42]=[CH:41][CH:40]=[CH:39][C:38]=5[C:43]5[NH:3][C:4](=[O:7])[O:5][N:44]=5)=[C:33]([F:45])[CH:32]=4)=[C:26]([CH2:46][CH2:47][CH3:48])[N:25]=[C:24]3[CH3:49])[CH:21]=[CH:22][C:16]=2[O:15]1, predict the reactants needed to synthesize it. The reactants are: [Cl-].O[NH3+:3].[C:4](=[O:7])([O-])[OH:5].[Na+].CS(C)=O.[CH3:13][C:14]1([CH3:50])[CH2:18][C:17]2[CH:19]=[C:20]([N:23]3[C:28](=[O:29])[C:27]([CH2:30][C:31]4[CH:36]=[CH:35][C:34]([C:37]5[C:38]([C:43]#[N:44])=[CH:39][CH:40]=[CH:41][CH:42]=5)=[C:33]([F:45])[CH:32]=4)=[C:26]([CH2:46][CH2:47][CH3:48])[N:25]=[C:24]3[CH3:49])[CH:21]=[CH:22][C:16]=2[O:15]1. (3) The reactants are: [N:1]1[CH:6]=[CH:5][C:4]([CH2:7][C:8]([C:10]2[CH:15]=[CH:14][C:13]([O:16][CH2:17][C:18]3[CH:27]=[CH:26][C:25]4[C:20](=[CH:21][CH:22]=[CH:23][CH:24]=4)[N:19]=3)=[CH:12][CH:11]=2)=[O:9])=[CH:3][CH:2]=1.[Cl:28]C1C=C(C)C=CN=1. Given the product [Cl:28][C:2]1[CH:3]=[C:4]([CH2:7][C:8]([C:10]2[CH:11]=[CH:12][C:13]([O:16][CH2:17][C:18]3[CH:27]=[CH:26][C:25]4[C:20](=[CH:21][CH:22]=[CH:23][CH:24]=4)[N:19]=3)=[CH:14][CH:15]=2)=[O:9])[CH:5]=[CH:6][N:1]=1, predict the reactants needed to synthesize it. (4) Given the product [O:18]=[C:4]1[N:5]([C:6]2[CH:17]=[CH:16][C:9]3[NH:10][C:11](=[O:15])[NH:12][CH2:13][CH2:14][C:8]=3[CH:7]=2)[CH2:2][C@H:1]([CH2:25][NH:26][C:20](=[O:22])[CH3:19])[O:3]1, predict the reactants needed to synthesize it. The reactants are: [CH2:1]([O:3][C:4](=[O:18])[NH:5][C:6]1[CH:17]=[CH:16][C:9]2[NH:10][C:11](=[O:15])[NH:12][CH2:13][CH2:14][C:8]=2[CH:7]=1)[CH3:2].[CH3:19][C:20](C)([O-:22])C.[Li+].[CH3:25][N:26](C=O)C. (5) Given the product [CH3:27][S:28]([NH:31][C:24]([C:22]1[CH:21]=[CH:20][CH:19]=[C:18]([CH2:17][C:7]2[C:6]3[C:10](=[CH:11][C:3]([O:2][CH3:1])=[CH:4][CH:5]=3)[NH:9][C:8]=2[C:12]2[CH:16]=[CH:15][S:14][CH:13]=2)[N:23]=1)=[O:25])(=[O:30])=[O:29], predict the reactants needed to synthesize it. The reactants are: [CH3:1][O:2][C:3]1[CH:11]=[C:10]2[C:6]([C:7]([CH2:17][C:18]3[N:23]=[C:22]([C:24](O)=[O:25])[CH:21]=[CH:20][CH:19]=3)=[C:8]([C:12]3[CH:16]=[CH:15][S:14][CH:13]=3)[NH:9]2)=[CH:5][CH:4]=1.[CH3:27][S:28]([NH2:31])(=[O:30])=[O:29].Cl.C(N=C=NCCCN(C)C)C. (6) Given the product [CH3:12][O:11][C:7]1[CH:6]=[C:5]2[C:4](=[C:3]([O:2][CH3:1])[C:8]=1[O:9][CH3:10])[C:15](=[O:17])[CH2:14][CH2:13]2, predict the reactants needed to synthesize it. The reactants are: [CH3:1][O:2][C:3]1[CH:4]=[C:5]([CH2:13][CH2:14][C:15]([O:17]CC)=O)[CH:6]=[C:7]([O:11][CH3:12])[C:8]=1[O:9][CH3:10].C([O-])(O)=O.[Na+]. (7) Given the product [Br:1][C:2]1[C:10]2[N:9]=[C:8]([CH2:11][F:12])[N:7]([CH2:17][C:18]3[CH:23]=[CH:22][CH:21]=[C:20]([C:24]([F:25])([F:26])[F:27])[C:19]=3[CH3:28])[C:6]=2[CH:5]=[C:4]([N+:13]([O-:15])=[O:14])[CH:3]=1, predict the reactants needed to synthesize it. The reactants are: [Br:1][C:2]1[C:10]2[N:9]=[C:8]([CH2:11][F:12])[NH:7][C:6]=2[CH:5]=[C:4]([N+:13]([O-:15])=[O:14])[CH:3]=1.Br[CH2:17][C:18]1[CH:23]=[CH:22][CH:21]=[C:20]([C:24]([F:27])([F:26])[F:25])[C:19]=1[CH3:28].C(=O)([O-])[O-].[K+].[K+].O. (8) The reactants are: C([O:3][C:4]([C:6]1[N:11]2[N:12]=[C:13]([NH2:15])[N:14]=[C:10]2[CH:9]=[C:8]([C:16]2[CH:17]=[N:18][C:19]([N:22]([CH3:24])[CH3:23])=[N:20][CH:21]=2)[CH:7]=1)=O)C.C(OC(C1[N:35]2[N:36]=C(N)N=C2C=C(Br)C=1)=O)C.CN(C)C1N=CC(B(O)O)=CN=1. Given the product [NH2:15][C:13]1[N:14]=[C:10]2[CH:9]=[C:8]([C:16]3[CH:21]=[N:20][C:19]([N:22]([CH3:24])[CH3:23])=[N:18][CH:17]=3)[CH:7]=[C:6]([C:4]([NH:35][NH2:36])=[O:3])[N:11]2[N:12]=1, predict the reactants needed to synthesize it. (9) Given the product [O:13]=[C:12]1[C:11]2([CH2:14][CH2:15][NH:16][CH2:17][CH2:18]2)[N:10]([C:26]2[CH:27]=[CH:28][CH:29]=[CH:30][CH:31]=2)[CH2:9][N:8]1[CH2:7][C:6]1[CH:32]=[CH:33][CH:34]=[CH:35][C:5]=1[C:3]([O:2][CH3:1])=[O:4], predict the reactants needed to synthesize it. The reactants are: [CH3:1][O:2][C:3]([C:5]1[CH:35]=[CH:34][CH:33]=[CH:32][C:6]=1[CH2:7][N:8]1[C:12](=[O:13])[C:11]2([CH2:18][CH2:17][N:16](C(OC(C)(C)C)=O)[CH2:15][CH2:14]2)[N:10]([C:26]2[CH:31]=[CH:30][CH:29]=[CH:28][CH:27]=2)[CH2:9]1)=[O:4].Cl. (10) Given the product [Cl:1][C:2]1[CH:7]=[CH:6][C:5]([CH:8]2[CH2:13][C:12](=[O:14])[NH:11][C:10]([CH3:15])=[C:9]2[C:16]([NH:29][C:25]2[CH:24]=[C:23]3[C:28](=[CH:27][CH:26]=2)[NH:20][N:21]=[CH:22]3)=[O:18])=[C:4]([F:19])[CH:3]=1, predict the reactants needed to synthesize it. The reactants are: [Cl:1][C:2]1[CH:7]=[CH:6][C:5]([CH:8]2[CH2:13][C:12](=[O:14])[NH:11][C:10]([CH3:15])=[C:9]2[C:16]([OH:18])=O)=[C:4]([F:19])[CH:3]=1.[NH:20]1[C:28]2[C:23](=[CH:24][C:25]([NH2:29])=[CH:26][CH:27]=2)[CH:22]=[N:21]1.C(Cl)CCl.CCN(CC)CC.